From a dataset of Forward reaction prediction with 1.9M reactions from USPTO patents (1976-2016). Predict the product of the given reaction. Given the reactants [NH2:1][C:2]1[C:7]([C:8]#[N:9])=[C:6]([Cl:10])[N:5]=[C:4]([C:11]([OH:13])=O)[CH:3]=1.Cl.Cl.Cl.[F:17][C:18]1[CH:23]=[CH:22][CH:21]=[CH:20][C:19]=1[C:24]1[S:25][C:26]([CH2:29][N:30]2[CH2:35][CH2:34][CH:33]([CH2:36][NH2:37])[CH2:32][CH2:31]2)=[CH:27][N:28]=1.C(N(CC)CC)C.C(=O)(O)[O-].[Na+], predict the reaction product. The product is: [NH2:1][C:2]1[C:7]([C:8]#[N:9])=[C:6]([Cl:10])[N:5]=[C:4]([C:11]([NH:37][CH2:36][CH:33]2[CH2:34][CH2:35][N:30]([CH2:29][C:26]3[S:25][C:24]([C:19]4[CH:20]=[CH:21][CH:22]=[CH:23][C:18]=4[F:17])=[N:28][CH:27]=3)[CH2:31][CH2:32]2)=[O:13])[CH:3]=1.